Dataset: Reaction yield outcomes from USPTO patents with 853,638 reactions. Task: Predict the reaction yield, written as a fraction of the theoretical maximum amount of product (1.0 means a 100% yield; for example, 0.34 means a 34% yield). (1) The reactants are [O:1]1[C:6]2[CH:7]=[CH:8][C:9]([CH2:11][NH:12][C:13]3[CH:14]=[C:15]([CH:18]=[CH:19][C:20]=3F)[C:16]#[N:17])=[CH:10][C:5]=2[O:4][CH2:3][CH2:2]1.NC1C=C(C=CC=1)C#N.O1C2C=CC(C=O)=CC=2OCC1. No catalyst specified. The product is [O:1]1[C:6]2[CH:7]=[CH:8][C:9]([CH2:11][NH:12][C:13]3[CH:14]=[C:15]([CH:18]=[CH:19][CH:20]=3)[C:16]#[N:17])=[CH:10][C:5]=2[O:4][CH2:3][CH2:2]1. The yield is 0.840. (2) The reactants are [F:1][C:2]1[C:3]([CH2:25][N:26](C)[C:27](=O)OC(C)(C)C)=[CH:4][N:5]([S:14]([C:17]2[O:18][C:19]([CH:22]([OH:24])[CH3:23])=[CH:20][CH:21]=2)(=[O:16])=[O:15])[C:6]=1[C:7]1[C:8]([F:13])=[N:9][CH:10]=[CH:11][CH:12]=1.[ClH:35].O1CCOCC1. The catalyst is O1CCCC1. The product is [ClH:35].[F:1][C:2]1[C:3]([CH2:25][NH:26][CH3:27])=[CH:4][N:5]([S:14]([C:17]2[O:18][C:19]([CH:22]([OH:24])[CH3:23])=[CH:20][CH:21]=2)(=[O:16])=[O:15])[C:6]=1[C:7]1[C:8]([F:13])=[N:9][CH:10]=[CH:11][CH:12]=1. The yield is 0.620. (3) The reactants are [CH3:1][N:2]1[C:11](=[O:12])[C:10]2[C:5](=[C:6]([N:13]3[C:19](=[O:20])[C:18]4[CH:21]=[N:22][C:23](SC)=[N:24][C:17]=4[N:16]4[CH2:27][CH2:28][CH2:29][C@H:15]4[CH2:14]3)[CH:7]=[CH:8][CH:9]=2)[N:4]=[CH:3]1.C1C=C(Cl)C=C(C(OO)=O)C=1.C(Cl)(Cl)Cl.[CH2:45]([NH2:47])[CH3:46].C1COCC1. The catalyst is ClCCl. The product is [CH2:45]([NH:47][C:23]1[N:22]=[CH:21][C:18]2[C:19](=[O:20])[N:13]([C:6]3[CH:7]=[CH:8][CH:9]=[C:10]4[C:5]=3[N:4]=[CH:3][N:2]([CH3:1])[C:11]4=[O:12])[CH2:14][C@@H:15]3[CH2:29][CH2:28][CH2:27][N:16]3[C:17]=2[N:24]=1)[CH3:46]. The yield is 0.870. (4) The reactants are Cl[CH2:2][C:3]([NH:6][C:7]([NH:9][C:10]1[CH:11]=[N:12][CH:13]=[CH:14][C:15]=1[CH3:16])=[O:8])([CH3:5])[CH3:4].[H-].[Na+].CO. The catalyst is C1COCC1.C(Cl)(Cl)Cl. The product is [CH3:2][C:3]1([CH3:5])[CH2:4][N:9]([C:10]2[CH:11]=[N:12][CH:13]=[CH:14][C:15]=2[CH3:16])[C:7](=[O:8])[NH:6]1. The yield is 0.943. (5) The reactants are Cl[C:2]1[C:3]2[N:11]=[C:10]([NH:12]C(=O)OCC)[S:9][C:4]=2[N:5]=[C:6]([CH3:8])[N:7]=1.[CH3:18][O-:19].[Na+].CO. The catalyst is O. The product is [CH3:18][O:19][C:2]1[C:3]2[N:11]=[C:10]([NH2:12])[S:9][C:4]=2[N:5]=[C:6]([CH3:8])[N:7]=1. The yield is 0.556. (6) The reactants are [F:1][C:2]([F:30])([F:29])[C:3]1[CH:28]=[CH:27][C:6]([CH2:7][O:8][N:9]=[C:10]([C:12]2[CH:26]=[CH:25][C:15]([O:16][CH2:17][C:18]3[O:22][C:21]([CH:23]=[O:24])=[CH:20][CH:19]=3)=[CH:14][CH:13]=2)[CH3:11])=[CH:5][CH:4]=1.[BH4-].[Na+]. The catalyst is CO. The product is [F:30][C:2]([F:1])([F:29])[C:3]1[CH:4]=[CH:5][C:6]([CH2:7][O:8][N:9]=[C:10]([C:12]2[CH:13]=[CH:14][C:15]([O:16][CH2:17][C:18]3[O:22][C:21]([CH2:23][OH:24])=[CH:20][CH:19]=3)=[CH:25][CH:26]=2)[CH3:11])=[CH:27][CH:28]=1. The yield is 0.880. (7) The reactants are C[O:2]C1C(OC)=CC2N(C)C(=O)CN=C(C3C=C(C=CC=3)C#N)C=2C=1.[CH3:26][O:27][C:28]1[C:33]2[C:34]([C:41]3[CH:42]=[C:43]([CH:46]=[CH:47][CH:48]=3)[C:44]#[N:45])=[N:35][CH2:36][C:37](=[O:40])[N:38]([CH3:39])[C:32]=2[CH:31]=[C:30]([O:49][CH3:50])[CH:29]=1. No catalyst specified. The product is [CH3:26][O:27][C:28]1[C:33]2[C:34]([C:41]3[CH:42]=[C:43]([CH:46]=[CH:47][CH:48]=3)[C:44]([NH2:45])=[O:2])=[N:35][CH2:36][C:37](=[O:40])[N:38]([CH3:39])[C:32]=2[CH:31]=[C:30]([O:49][CH3:50])[CH:29]=1. The yield is 0.730. (8) The reactants are P(Cl)(Cl)(Cl)=O.[CH2:6]([N:13]([CH2:32][C:33]1[CH:38]=[CH:37][CH:36]=[CH:35][CH:34]=1)[C:14]1[C:23]2[C:18](=[CH:19][CH:20]=[C:21]([O:24][CH2:25][C:26]3[CH:31]=[CH:30][CH:29]=[CH:28][CH:27]=3)[CH:22]=2)[CH:17]=[CH:16][CH:15]=1)[C:7]1[CH:12]=[CH:11][CH:10]=[CH:9][CH:8]=1.CN(C)[CH:41]=[O:42]. The yield is 0.860. The product is [CH2:25]([O:24][C:21]1[CH:22]=[C:23]2[C:18](=[CH:19][CH:20]=1)[C:17]([CH:41]=[O:42])=[CH:16][CH:15]=[C:14]2[N:13]([CH2:6][C:7]1[CH:8]=[CH:9][CH:10]=[CH:11][CH:12]=1)[CH2:32][C:33]1[CH:38]=[CH:37][CH:36]=[CH:35][CH:34]=1)[C:26]1[CH:27]=[CH:28][CH:29]=[CH:30][CH:31]=1. No catalyst specified. (9) The reactants are [N:1]1[N:5]2[CH:6]=[CH:7][CH:8]=[CH:9][C:4]2=[C:3]([C:10]2[N:18]=[C:17]3[C:13]([N:14]=[C:15]([NH2:25])[N:16]3[CH:19]3[CH2:24][CH2:23][O:22][CH2:21][CH2:20]3)=[CH:12][N:11]=2)[CH:2]=1.CCN(C(C)C)C(C)C.Br[CH2:36][CH2:37][CH2:38][C:39](Cl)=[O:40]. The catalyst is CN(C=O)C. The product is [N:1]1[N:5]2[CH:6]=[CH:7][CH:8]=[CH:9][C:4]2=[C:3]([C:10]2[N:18]=[C:17]3[C:13]([N:14]=[C:15]([N:25]4[CH2:36][CH2:37][CH2:38][C:39]4=[O:40])[N:16]3[CH:19]3[CH2:20][CH2:21][O:22][CH2:23][CH2:24]3)=[CH:12][N:11]=2)[CH:2]=1. The yield is 0.0600.